Dataset: Full USPTO retrosynthesis dataset with 1.9M reactions from patents (1976-2016). Task: Predict the reactants needed to synthesize the given product. (1) Given the product [ClH:23].[ClH:23].[Br:1][C:2]1[CH:7]=[CH:6][C:5]([CH2:8][CH2:9][NH:11][CH2:12][C@@H:13]([C:14]2[CH:15]=[N:16][CH:17]=[CH:18][CH:19]=2)[OH:20])=[CH:4][CH:3]=1, predict the reactants needed to synthesize it. The reactants are: [Br:1][C:2]1[CH:7]=[CH:6][C:5]([CH2:8][C:9]([NH:11][CH2:12][C@H:13]([OH:20])[C:14]2[CH:15]=[N:16][CH:17]=[CH:18][CH:19]=2)=O)=[CH:4][CH:3]=1.CO.[ClH:23]. (2) The reactants are: Cl[C:2]1[N:10]=[C:9]2[C:5]([N:6]([CH2:18][C@H:19]3[CH2:24][CH2:23][C@H:22]([CH3:25])[CH2:21][CH2:20]3)[C:7]([N:11]3[CH2:16][CH2:15][O:14][CH2:13][C@@H:12]3[CH3:17])=[N:8]2)=[C:4]([C:26]2[CH:31]=[CH:30][CH:29]=[C:28]([Cl:32])[CH:27]=2)[N:3]=1.C[C:34]([N:36](C)C)=O. Given the product [Cl:32][C:28]1[CH:27]=[C:26]([C:4]2[N:3]=[C:2]([C:34]#[N:36])[N:10]=[C:9]3[C:5]=2[N:6]([CH2:18][C@H:19]2[CH2:20][CH2:21][C@H:22]([CH3:25])[CH2:23][CH2:24]2)[C:7]([N:11]2[CH2:16][CH2:15][O:14][CH2:13][C@@H:12]2[CH3:17])=[N:8]3)[CH:31]=[CH:30][CH:29]=1, predict the reactants needed to synthesize it. (3) Given the product [OH:2][C:3]1[CH:10]=[C:9]([O:11][C:12]2[CH:13]=[CH:14][CH:15]=[CH:16][CH:17]=2)[CH:8]=[C:7]([CH3:18])[C:4]=1[CH:5]=[O:6], predict the reactants needed to synthesize it. The reactants are: C[O:2][C:3]1[CH:10]=[C:9]([O:11][C:12]2[CH:17]=[CH:16][CH:15]=[CH:14][CH:13]=2)[CH:8]=[C:7]([CH3:18])[C:4]=1[CH:5]=[O:6].B(Br)(Br)Br.C(=O)=O.CC(C)=O. (4) Given the product [CH3:26][N:27]([CH2:28][CH2:29][CH2:30][S:31][CH2:32][CH2:33][CH2:34][C:35]([F:41])([F:40])[C:36]([F:39])([F:38])[F:37])[CH2:2][CH2:3][CH2:4][CH2:5][CH2:6][CH2:7][C:8]1[C:14]2[CH:15]=[CH:16][C:17]([OH:19])=[CH:18][C:13]=2[CH2:12][CH2:11][CH2:10][C:9]=1[C:20]1[CH:21]=[N:22][CH:23]=[CH:24][CH:25]=1, predict the reactants needed to synthesize it. The reactants are: Br[CH2:2][CH2:3][CH2:4][CH2:5][CH2:6][CH2:7][C:8]1[C:14]2[CH:15]=[CH:16][C:17]([OH:19])=[CH:18][C:13]=2[CH2:12][CH2:11][CH2:10][C:9]=1[C:20]1[CH:21]=[N:22][CH:23]=[CH:24][CH:25]=1.[CH3:26][NH:27][CH2:28][CH2:29][CH2:30][S:31][CH2:32][CH2:33][CH2:34][C:35]([F:41])([F:40])[C:36]([F:39])([F:38])[F:37]. (5) Given the product [Cl:1][C:2]1[CH:3]=[C:4]([NH:9][C:10]2[S:11][CH:14]=[C:15]([C:16]([OH:18])=[O:17])[N:12]=2)[CH:5]=[CH:6][C:7]=1[Cl:8], predict the reactants needed to synthesize it. The reactants are: [Cl:1][C:2]1[CH:3]=[C:4]([NH:9][C:10]([NH2:12])=[S:11])[CH:5]=[CH:6][C:7]=1[Cl:8].Br[CH2:14][C:15](=O)[C:16]([OH:18])=[O:17].